Dataset: Full USPTO retrosynthesis dataset with 1.9M reactions from patents (1976-2016). Task: Predict the reactants needed to synthesize the given product. (1) Given the product [CH:1]1([C:7]([CH2:8][O:10][CH3:11])([CH2:13][OH:14])[CH2:18][OH:19])[CH2:6][CH2:5][CH2:4][CH2:3][CH2:2]1, predict the reactants needed to synthesize it. The reactants are: [CH:1]1([C:7]([CH2:18][O:19]C)([C:13](OCC)=[O:14])[C:8]([O:10][CH2:11]C)=O)[CH2:6][CH2:5][CH2:4][CH2:3][CH2:2]1.[H-].[Al+3].[Li+].[H-].[H-].[H-].[OH-].[Na+].S([O-])([O-])(=O)=O.[Na+].[Na+]. (2) Given the product [F:12][C:4]1[CH:3]=[C:2]([C:31]2[CH:36]=[CH:35][CH:34]=[CH:33][N:32]=2)[CH:11]=[CH:10][C:5]=1[C:6]([O:8][CH3:9])=[O:7], predict the reactants needed to synthesize it. The reactants are: Br[C:2]1[CH:11]=[CH:10][C:5]([C:6]([O:8][CH3:9])=[O:7])=[C:4]([F:12])[CH:3]=1.O1C=CC=C1P(C1OC=CC=1)C1OC=CC=1.C[Sn](C)(C)[C:31]1[CH:36]=[CH:35][CH:34]=[CH:33][N:32]=1.C(N(CC)CC)C. (3) Given the product [CH2:12]([O:1][C:2]1[CH:3]=[C:4]([CH3:11])[C:5]([CH:6]=[O:7])=[C:8]([CH3:10])[CH:9]=1)[C:13]1[CH:18]=[CH:17][CH:16]=[CH:15][CH:14]=1, predict the reactants needed to synthesize it. The reactants are: [OH:1][C:2]1[CH:9]=[C:8]([CH3:10])[C:5]([CH:6]=[O:7])=[C:4]([CH3:11])[CH:3]=1.[CH2:12](Br)[C:13]1[CH:18]=[CH:17][CH:16]=[CH:15][CH:14]=1.C(=O)([O-])[O-].[K+].[K+]. (4) Given the product [CH2:9]([N:8]([CH2:13][CH:14]([CH3:16])[CH3:15])[C:7]1[CH:6]=[CH:5][C:4]([C@@H:17]([CH3:23])[CH2:18][C:19]([OH:21])=[O:20])=[CH:3][C:2]=1[NH:1][C:31]([NH:30][C:27]1[CH:28]=[CH:29][C:24]([CH3:33])=[CH:25][CH:26]=1)=[O:32])[CH:10]([CH3:11])[CH3:12], predict the reactants needed to synthesize it. The reactants are: [NH2:1][C:2]1[CH:3]=[C:4]([C@H:17]([CH3:23])[CH2:18][C:19]([O:21]C)=[O:20])[CH:5]=[CH:6][C:7]=1[N:8]([CH2:13][CH:14]([CH3:16])[CH3:15])[CH2:9][CH:10]([CH3:12])[CH3:11].[C:24]1([CH3:33])[CH:29]=[CH:28][C:27]([N:30]=[C:31]=[O:32])=[CH:26][CH:25]=1.